This data is from Blood-brain barrier permeability classification from the B3DB database. The task is: Regression/Classification. Given a drug SMILES string, predict its absorption, distribution, metabolism, or excretion properties. Task type varies by dataset: regression for continuous measurements (e.g., permeability, clearance, half-life) or binary classification for categorical outcomes (e.g., BBB penetration, CYP inhibition). Dataset: b3db_classification. (1) The compound is CCOC(=O)OC(C)OC(=O)[C@@H]1N2C(=O)[C@@H](N=CN3CCCCCC3)[C@H]2SC1(C)C. The result is 0 (does not penetrate BBB). (2) The drug is COc1cccc2c1C(=O)c1c(O)c3c(c(O)c1C2=O)CC(O)(C(=O)CO)CC3OC1CC(N)CC(C)O1. The result is 0 (does not penetrate BBB). (3) The molecule is COc1ccc([C@@H]2[C@H](S(C)(=O)=O)[C@@]2(N)C#N)cc1. The result is 0 (does not penetrate BBB). (4) The compound is CC(C)(C)C(=O)OCOC(=O)[C@H]1N2C(=O)[C@@H](N=CN3CCCCCC3)[C@H]2SC1(C)C. The result is 0 (does not penetrate BBB). (5) The drug is COc1cccc2c1C(=O)c1c(O)c3c(c(O)c1C2=O)C[C@@](O)(C(=O)CO)C[C@@H]3O[C@H]1C[C@H](N)[C@H](O[C@H]2CCCCO2)[C@H](C)O1. The result is 0 (does not penetrate BBB).